From a dataset of Catalyst prediction with 721,799 reactions and 888 catalyst types from USPTO. Predict which catalyst facilitates the given reaction. (1) Reactant: F[C:2]1[CH:30]=[CH:29][C:5]([CH2:6][N:7]2[C:15]3[C:10](=[CH:11][CH:12]=[CH:13][CH:14]=3)[C:9]3[CH2:16][C@@H:17]([CH2:27][OH:28])[N:18]([C:20](OC(C)(C)C)=[O:21])[CH2:19][C:8]2=3)=[CH:4]C=1.[N:31]([CH2:34][C:35]1([C:38]([O:40]C(C)(C)C)=[O:39])[CH2:37][CH2:36]1)=C=O.[N:45](CCCC(OC(C)(C)C)=O)=C=O.[C:58]([OH:64])(C(F)(F)F)=O. Product: [CH3:58][O:64][C:2]1[N:45]=[CH:4][C:5]([CH2:6][N:7]2[C:15]3[CH:14]=[CH:13][CH:12]=[CH:11][C:10]=3[C:9]3[CH2:16][C@H:17]4[C:27](=[O:28])[N:31]([CH2:34][C:35]5([C:38]([OH:40])=[O:39])[CH2:36][CH2:37]5)[C:20](=[O:21])[N:18]4[CH2:19][C:8]2=3)=[CH:29][CH:30]=1. The catalyst class is: 36. (2) Reactant: [NH:1]([C:6]([O:8][CH2:9][C:10]1[CH:15]=[CH:14][CH:13]=[CH:12][CH:11]=1)=[O:7])[CH2:2][C:3]([OH:5])=O.CN(C(ON1N=NC2C=CC=NC1=2)=[N+](C)C)C.F[P-](F)(F)(F)(F)F.CN1CCOCC1.[C:47]([O:51][C:52]([N:54]1[CH2:58][CH2:57][CH:56]2[NH:59][CH2:60][CH:61]([C:62](=[O:74])[NH:63][C:64]3[C:73]4[C:68](=[CH:69][CH:70]=[CH:71][CH:72]=4)[CH:67]=[CH:66][CH:65]=3)[CH:55]12)=[O:53])([CH3:50])([CH3:49])[CH3:48]. Product: [C:47]([O:51][C:52]([N:54]1[CH2:58][CH2:57][CH:56]2[N:59]([C:3](=[O:5])[CH2:2][NH:1][C:6]([O:8][CH2:9][C:10]3[CH:15]=[CH:14][CH:13]=[CH:12][CH:11]=3)=[O:7])[CH2:60][CH:61]([C:62](=[O:74])[NH:63][C:64]3[C:73]4[C:68](=[CH:69][CH:70]=[CH:71][CH:72]=4)[CH:67]=[CH:66][CH:65]=3)[CH:55]12)=[O:53])([CH3:50])([CH3:48])[CH3:49]. The catalyst class is: 296. (3) Reactant: Br[C:2]1[CH:11]=[CH:10][CH:9]=[C:8]([Cl:12])[C:3]=1[C:4]([O:6][CH3:7])=[O:5].[B-](F)(F)(F)[CH:14]=[CH2:15].[K+].C(=O)([O-])[O-].[Na+].[Na+]. Product: [Cl:12][C:8]1[CH:9]=[CH:10][CH:11]=[C:2]([CH:14]=[CH2:15])[C:3]=1[C:4]([O:6][CH3:7])=[O:5]. The catalyst class is: 117. (4) Reactant: [CH2:1]([O:8][CH:9]1[C:13]([C:16](C2C=CC=CC=2)(C2C=CC=CC=2)[O:17][SiH2]C(C)(C)C)([CH:14]=[CH2:15])[O:12][CH:11]([N:35]2[CH:43]=[N:42][C:41]3[C:36]2=[N:37][CH:38]=[N:39][C:40]=3[NH2:44])[CH2:10]1)[C:2]1[CH:7]=[CH:6][CH:5]=[CH:4][CH:3]=1.CCCC[N+](CCCC)(CCCC)CCCC.[F-]. Product: [NH2:44][C:40]1[N:39]=[CH:38][N:37]=[C:36]2[C:41]=1[N:42]=[CH:43][N:35]2[CH:11]1[O:12][C:13]([CH2:16][OH:17])([CH:14]=[CH2:15])[CH:9]([O:8][CH2:1][C:2]2[CH:3]=[CH:4][CH:5]=[CH:6][CH:7]=2)[CH2:10]1. The catalyst class is: 1. (5) Reactant: Cl.[NH:2]([CH2:4][C:5]([O:7][CH2:8][CH3:9])=[O:6])[NH2:3].[CH3:10][C:11]([CH3:18])([CH3:17])[C:12](=O)[CH2:13][C:14]#[N:15]. Product: [NH2:15][C:14]1[N:2]([CH2:4][C:5]([O:7][CH2:8][CH3:9])=[O:6])[N:3]=[C:12]([C:11]([CH3:18])([CH3:17])[CH3:10])[CH:13]=1. The catalyst class is: 14. (6) Reactant: [CH2:1]([OH:8])[C:2]1[CH:7]=[CH:6][CH:5]=[CH:4][CH:3]=1.[H-].[Na+].Cl[C:12]1[C:21]([CH:22]=[O:23])=[CH:20][C:19]2[C:14](=[C:15]([CH3:24])[CH:16]=[CH:17][CH:18]=2)[N:13]=1.C(O)(=O)CC(CC(O)=O)(C(O)=O)O. Product: [CH2:1]([O:8][C:12]1[C:21]([CH2:22][OH:23])=[CH:20][C:19]2[C:14](=[C:15]([CH3:24])[CH:16]=[CH:17][CH:18]=2)[N:13]=1)[C:2]1[CH:7]=[CH:6][CH:5]=[CH:4][CH:3]=1. The catalyst class is: 7. (7) Reactant: O=[CH:2][CH2:3][CH2:4][NH:5][C:6](=[O:12])[O:7][C:8]([CH3:11])([CH3:10])[CH3:9].[N:13]1([C:19]([O:21][CH2:22][C:23]2[CH:28]=[C:27]([Cl:29])[CH:26]=[C:25]([Cl:30])[CH:24]=2)=[O:20])[CH2:18][CH2:17][NH:16][CH2:15][CH2:14]1.C(O[BH-](OC(=O)C)OC(=O)C)(=O)C.[Na+]. Product: [C:8]([O:7][C:6]([NH:5][CH2:4][CH2:3][CH2:2][N:16]1[CH2:15][CH2:14][N:13]([C:19]([O:21][CH2:22][C:23]2[CH:28]=[C:27]([Cl:29])[CH:26]=[C:25]([Cl:30])[CH:24]=2)=[O:20])[CH2:18][CH2:17]1)=[O:12])([CH3:11])([CH3:10])[CH3:9]. The catalyst class is: 2.